Predict the reaction yield, written as a fraction of the theoretical maximum amount of product (1.0 means a 100% yield; for example, 0.34 means a 34% yield). From a dataset of Reaction yield outcomes from USPTO patents with 853,638 reactions. (1) The reactants are [S:1]1[CH:5]=[CH:4][N:3]=[C:2]1[C:6]1([OH:16])[CH2:15][CH2:14][C:9]2([O:13][CH2:12][CH2:11][O:10]2)[CH2:8][CH2:7]1.[Br:17]N1C(=O)CCC1=O. The catalyst is CN(C=O)C. The product is [Br:17][C:5]1[S:1][C:2]([C:6]2([OH:16])[CH2:7][CH2:8][C:9]3([O:13][CH2:12][CH2:11][O:10]3)[CH2:14][CH2:15]2)=[N:3][CH:4]=1. The yield is 0.850. (2) The yield is 0.510. The reactants are [F:1][C:2]1[CH:7]=[CH:6][C:5]([N:8]2[C:16]3[C:11](=[CH:12][C:13](CO)=[C:14]([CH3:17])[CH:15]=3)[CH:10]=[N:9]2)=[CH:4][CH:3]=1.B(F)(F)F.O(CC)[CH2:25]C.[CH3:29][O:30][C:31]([O:35][Si](C)(C)C)=[C:32]([CH3:34])[CH3:33]. The catalyst is C(Cl)Cl. The product is [F:1][C:2]1[CH:7]=[CH:6][C:5]([N:8]2[C:16]3[C:11](=[CH:12][C:13]([CH2:33][C:32]([CH3:25])([CH3:34])[C:31]([O:30][CH3:29])=[O:35])=[C:14]([CH3:17])[CH:15]=3)[CH:10]=[N:9]2)=[CH:4][CH:3]=1.